Dataset: Experimentally validated miRNA-target interactions with 360,000+ pairs, plus equal number of negative samples. Task: Binary Classification. Given a miRNA mature sequence and a target amino acid sequence, predict their likelihood of interaction. (1) The miRNA is hsa-miR-5579-3p with sequence UUAGCUUAAGGAGUACCAGAUC. The protein sequence of the target gene is MTPSQVAFEIRGTLLPGEVFAICGSCDALGNWNPQNAVALLPENDTGESMLWKATIVLSRGVSVQYRYFKGYFLEPKTIGGPCQVIVHKWETHLQPRSITPLESEIIIDDGQFGIHNGVETLDSGWLTCQTEIRLRLHYSEKPPVSITKKKLKKSRFRVKLTLEGLEEDDDDRVSPTVLHKMSNSLEISLISDNEFKCRHSQPECGYGLQPDRWTEYSIQTMEPDNLELIFDFFEEDLSEHVVQGDALPGHVGTACLLSSTIAESGKSAGILTLPIMSRNSRKTIGKVRVDYIIIKPLPG.... Result: 0 (no interaction). (2) The miRNA is hsa-miR-4643 with sequence GACACAUGACCAUAAAUGCUAA. The protein sequence of the target gene is MSKTMAMNLLEDWCRGMEVDIHRSLLVTGIPEDCGQAEIEETLNGVLSPLGPYRVLNKIFVREENVKAALIEVGEGVNLSTIPREFPGRGGVWRVVCRDPTQDAEFLKNLNEFLDAEGRTWEDVVRLLQLNHPTLSQNQHQPPENWAEALGVLLGAVVQIIFCMDAEIRSREEARAQEAAEFEEMAAWALAAGRKVKKEPGLAAEVGSALKAETPNNWNATEDQHEPTKPLVRRAGAKSRSRRKKQKKNSRQEAVPWKKPKGINSNSTANLEDPEVGDAESMAISEPIKGSRKPCVNKEE.... Result: 1 (interaction). (3) Result: 0 (no interaction). The miRNA is hsa-miR-1253 with sequence AGAGAAGAAGAUCAGCCUGCA. The protein sequence of the target gene is MAVVIRLQGLPIVAGTMDIRHFFSGLTIPDGGVHIVGGELGEAFIVFATDEDARLGMMRTGGTIKGSKVTLLLSSKTEMQNMIELSRRRFETANLDIPPANASRSGPPPSSGMSSRVNLPAIVPNFNNPSPSVVTATTSVHESNKNIQTFSTASVGTAPPSMGTSFGSPTFSSTIPSTASPMNTVPPPPIPPIPAMPSLPPLPSIPPIPVPPPVPTLPPVPPVPPIPPVPSVPPMTTLPPMSGMPPLNPPPVAPLPAGMNGSGAPIGLNNNMNPVFLGPLNPVNSIQMNSQSSVKSLPIN.... (4) The miRNA is hsa-miR-3689a-3p with sequence CUGGGAGGUGUGAUAUCGUGGU. The protein sequence of the target gene is MDVHTRWKARSALRPGAPLLPPLLLLLLWAPPPSRAAQPADLLKVLDFHNLPDGITKTTGFCATRRSSKGPDVAYRVTKDAQLSAPTKQLYPASAFPEDFSILTTVKAKKGSQAFLVSIYNEQGIQQIGLELGRSPVFLYEDHTGKPGPEDYPLFRGINLSDGKWHRIALSVHKKNVTLILDCKKKTTKFLDRSDHPMIDINGIIVFGTRILDEEVFEGDIQQLLFVSDHRAAYDYCEHYSPDCDTAVPDTPQSQDPNPDEYYTEGDGEGETYYYEYPYYEDPEDLGKEPTPSKKPVEAA.... Result: 1 (interaction). (5) The miRNA is hsa-miR-6845-3p with sequence CCUCUCCUCCCUGUGCCCCAG. The protein sequence of the target gene is MADKQISLPAKLINGGIAGLIGVTCVFPIDLAKTRLQNQQNGQRMYASMSDCLIKTIRSEGYFGMYRGAAVNLTLVTPEKAIKLAANDFFRHQLSKDGQKLTLPKEMLAGCGAGTCQVIVTTPMEMLKIQLQDAGRIAAQRKILAAQAQLSAQGGAQPSVEAPAPPRPTATQLTRDLLRNHGIAGLYKGLGATLLRDVPFSIVYFPLFANLNQLGRPSSEEKSPFYVSFLAGCVAGSAAAVAVNPCDVVKTRLQSLERGVNEDTYSGFLDCARKIWRHEGPSAFLKGAYCRALVIAPLFG.... Result: 0 (no interaction). (6) The miRNA is hsa-miR-3917 with sequence GCUCGGACUGAGCAGGUGGG. The protein sequence of the target gene is MGIFPGIILIFLRVKFATAAVIVSGHQKSTTVSHEMSGLNWKPFVYGGLASIVAEFGTFPVDLTKTRLQVQGQSIDARFKEIKYRGMFHALFRICKEEGVLALYSGIAPALLRQASYGTIKIGIYQSLKRLFVERLEDETLLINMICGVVSGVISSTIANPTDVLKIRMQAQGSLFQGSMIGSFIDIYQQEGTRGLWRGVVPTAQRAAIVVGVELPVYDITKKHLILSGMMGDTILTHFVSSFTCGLAGALASNPVDVVRTRMMNQRAIVGHVDLYKGTVDGILKMWKHEGFFALYKGFW.... Result: 0 (no interaction). (7) The miRNA is mmu-miR-129-5p with sequence CUUUUUGCGGUCUGGGCUUGC. The protein sequence of the target gene is MGPQNRNTSFAPDLNPPQDHVSLNYSYGDYDLPLGEDEDVTKTQTFFAAKIVIGVALAGIMLVCGIGNFVFIAALARYKKLRNLTNLLIANLAISDFLVAIVCCPFEMDYYVVRQLSWAHGHVLCASVNYLRTVSLYVSTNALLAIAIDRYLAIVHPLKPRMNYQTASFLIALVWMVSILIAVPSAYFTTETILVIVKNQEKIFCGQIWSVDQQLYYKSYFLFVFGLEFVGPVVTMTLCYARISQELWFKAVPGFQTEQIRKRLRCRRKTVLLLMGILTAYVLCWAPFYGFTIVRDFFPT.... Result: 1 (interaction). (8) The miRNA is cel-miR-74-3p with sequence UGGCAAGAAAUGGCAGUCUACA. The protein sequence of the target gene is MGNECFLTFTTTHLSEAEQKLALYRLQLVEPPKLPLEKKTNPDKDGPDIKPNLWMWVNPNMVYPPGKLEVAVKEEDQSALSAFQPALKEEEDSCSEASEVQQPLPPCRQKRKQRRSTVPLPLAPGRRAPLENPWRLPQAISPEGRLWSRPPLHYFHLIALALRNSPPCGLSVQQIYSFTREHFPFFRTAPEAWKNTVRHNLSFRDSFEKVPASRQGGASTGPRSCLWKLTEEGHRRFSKEARTLASTQLQSIQQCMSQPGVKPFLFDL. Result: 0 (no interaction). (9) The miRNA is mmu-miR-9-5p with sequence UCUUUGGUUAUCUAGCUGUAUGA. The protein sequence of the target gene is MLLFCPGCGNGLIVEEGQRCHRFACNTCPYVHNITRKVTNRKYPKLKEVDDVLGGAAAWENVDSTAEPCPKCEHPRAYFMQLQTRSADEPMTTFYKCCNAQCGHRWRD. Result: 1 (interaction).